Dataset: NCI-60 drug combinations with 297,098 pairs across 59 cell lines. Task: Regression. Given two drug SMILES strings and cell line genomic features, predict the synergy score measuring deviation from expected non-interaction effect. (1) Drug 1: COC1=CC(=CC(=C1O)OC)C2C3C(COC3=O)C(C4=CC5=C(C=C24)OCO5)OC6C(C(C7C(O6)COC(O7)C8=CC=CS8)O)O. Drug 2: CC1CCCC2(C(O2)CC(NC(=O)CC(C(C(=O)C(C1O)C)(C)C)O)C(=CC3=CSC(=N3)C)C)C. Cell line: T-47D. Synergy scores: CSS=31.9, Synergy_ZIP=-10.2, Synergy_Bliss=-0.294, Synergy_Loewe=0.675, Synergy_HSA=0.802. (2) Cell line: HT29. Drug 1: COC1=CC(=CC(=C1O)OC)C2C3C(COC3=O)C(C4=CC5=C(C=C24)OCO5)OC6C(C(C7C(O6)COC(O7)C8=CC=CS8)O)O. Synergy scores: CSS=41.7, Synergy_ZIP=-4.23, Synergy_Bliss=1.16, Synergy_Loewe=-6.31, Synergy_HSA=-0.0936. Drug 2: CN(CCCl)CCCl.Cl. (3) Drug 1: C1CC(=O)NC(=O)C1N2CC3=C(C2=O)C=CC=C3N. Drug 2: C1CN1P(=S)(N2CC2)N3CC3. Cell line: UO-31. Synergy scores: CSS=3.28, Synergy_ZIP=-2.10, Synergy_Bliss=1.63, Synergy_Loewe=-2.18, Synergy_HSA=0.791.